From a dataset of Catalyst prediction with 721,799 reactions and 888 catalyst types from USPTO. Predict which catalyst facilitates the given reaction. (1) Reactant: Cl[C:2]1[N:7]=[C:6]([N:8]2[CH2:13][CH2:12][O:11][CH2:10][CH2:9]2)[C:5]([C:14]#[N:15])=[CH:4][N:3]=1.[CH:16]([NH:19][CH2:20][CH2:21][CH2:22][NH:23][S:24]([C:27]1[CH:33]=[CH:32][C:30]([NH2:31])=[CH:29][CH:28]=1)(=[O:26])=[O:25])([CH3:18])[CH3:17].Cl. Product: [C:14]([C:5]1[C:6]([N:8]2[CH2:13][CH2:12][O:11][CH2:10][CH2:9]2)=[N:7][C:2]([NH:31][C:30]2[CH:32]=[CH:33][C:27]([S:24](=[O:26])(=[O:25])[NH:23][CH2:22][CH2:21][CH2:20][NH:19][CH:16]([CH3:17])[CH3:18])=[CH:28][CH:29]=2)=[N:3][CH:4]=1)#[N:15]. The catalyst class is: 868. (2) Reactant: C[O:2][C:3]1[C:8]([CH3:9])=[CH:7][C:6]([CH3:10])=[CH:5][C:4]=1[S:11]([NH:14][C:15]1[C:20]([CH3:21])=[CH:19][C:18]([CH3:22])=[C:17]([N:23]2[CH2:28][CH2:27][CH2:26][CH2:25][CH2:24]2)[C:16]=1[CH3:29])(=[O:13])=[O:12].B(Br)(Br)Br. Product: [OH:2][C:3]1[C:8]([CH3:9])=[CH:7][C:6]([CH3:10])=[CH:5][C:4]=1[S:11]([NH:14][C:15]1[C:20]([CH3:21])=[CH:19][C:18]([CH3:22])=[C:17]([N:23]2[CH2:24][CH2:25][CH2:26][CH2:27][CH2:28]2)[C:16]=1[CH3:29])(=[O:13])=[O:12]. The catalyst class is: 4.